This data is from Full USPTO retrosynthesis dataset with 1.9M reactions from patents (1976-2016). The task is: Predict the reactants needed to synthesize the given product. Given the product [Cl:23][C:24]1[CH:29]=[CH:28][N:27]=[C:26]([CH:30]=[O:31])[C:25]=1[CH2:32][O:33][CH:34]1[CH2:39][CH2:38][CH2:37][CH2:36][O:35]1, predict the reactants needed to synthesize it. The reactants are: CC(OI1(OC(C)=O)(OC(C)=O)OC(=O)C2C=CC=CC1=2)=O.[Cl:23][C:24]1[CH:29]=[CH:28][N:27]=[C:26]([CH2:30][OH:31])[C:25]=1[CH2:32][O:33][CH:34]1[CH2:39][CH2:38][CH2:37][CH2:36][O:35]1.